Dataset: Full USPTO retrosynthesis dataset with 1.9M reactions from patents (1976-2016). Task: Predict the reactants needed to synthesize the given product. (1) Given the product [CH3:1][CH:2]1[O:23][C:22]2[C:5](=[CH:6][C:7]3[CH2:13][CH2:12][N:11]([C:14]([O:16][C:17]([CH3:18])([CH3:19])[CH3:20])=[O:15])[CH2:10][CH2:9][C:8]=3[CH:21]=2)[N:4]([CH3:26])[CH2:3]1, predict the reactants needed to synthesize it. The reactants are: [CH3:1][CH:2]1[O:23][C:22]2[C:5](=[CH:6][C:7]3[CH2:13][CH2:12][N:11]([C:14]([O:16][C:17]([CH3:20])([CH3:19])[CH3:18])=[O:15])[CH2:10][CH2:9][C:8]=3[CH:21]=2)[NH:4][CH2:3]1.CI.[C:26](=O)([O-])[O-].[K+].[K+].O. (2) Given the product [Cl:24][C:5]1[C:6]([NH:8][CH:9]2[CH2:23][CH:12]3[CH2:13][N:14]([C:16]([O:18][C:19]([CH3:22])([CH3:21])[CH3:20])=[O:17])[CH2:15][CH:11]3[CH2:10]2)=[N:7][C:2]([NH:25][C:26]2[CH:27]=[N:28][N:29]([CH2:31][CH2:32][OH:33])[CH:30]=2)=[N:3][CH:4]=1, predict the reactants needed to synthesize it. The reactants are: Cl[C:2]1[N:7]=[C:6]([NH:8][CH:9]2[CH2:23][CH:12]3[CH2:13][N:14]([C:16]([O:18][C:19]([CH3:22])([CH3:21])[CH3:20])=[O:17])[CH2:15][CH:11]3[CH2:10]2)[C:5]([Cl:24])=[CH:4][N:3]=1.[NH2:25][C:26]1[CH:27]=[N:28][N:29]([CH2:31][CH2:32][OH:33])[CH:30]=1.Cl. (3) Given the product [C:1]([C:5]1[N:10]=[CH:9][C:8]([C:11]2[N:12]([C:32]([N:41]3[CH2:40][CH2:39][N:38]([CH2:44][C:45]([N:47]4[CH2:48][CH2:49][CH2:50][CH2:51][CH2:52]4)=[O:46])[CH2:43][CH2:42]3)=[O:33])[C@@:13]([C:25]3[CH:26]=[CH:27][C:28]([Cl:31])=[CH:29][CH:30]=3)([CH3:24])[C@@:14]([C:17]3[CH:18]=[CH:19][C:20]([Cl:23])=[CH:21][CH:22]=3)([CH3:16])[N:15]=2)=[C:7]([O:35][CH2:36][CH3:37])[CH:6]=1)([CH3:2])([CH3:3])[CH3:4], predict the reactants needed to synthesize it. The reactants are: [C:1]([C:5]1[N:10]=[CH:9][C:8]([C:11]2[N:12]([C:32](Cl)=[O:33])[C@@:13]([C:25]3[CH:30]=[CH:29][C:28]([Cl:31])=[CH:27][CH:26]=3)([CH3:24])[C@@:14]([C:17]3[CH:22]=[CH:21][C:20]([Cl:23])=[CH:19][CH:18]=3)([CH3:16])[N:15]=2)=[C:7]([O:35][CH2:36][CH3:37])[CH:6]=1)([CH3:4])([CH3:3])[CH3:2].[N:38]1([CH2:44][C:45]([N:47]2[CH2:52][CH2:51][CH2:50][CH2:49][CH2:48]2)=[O:46])[CH2:43][CH2:42][NH:41][CH2:40][CH2:39]1. (4) The reactants are: [C:1]([CH2:3][CH2:4][O:5][C:6](=[O:23])[C:7](=[CH:13][C:14]1[CH:19]=[CH:18][C:17]([N+:20]([O-:22])=[O:21])=[CH:16][CH:15]=1)[C:8](=O)[CH2:9][CH2:10]C)#[N:2].[NH2:24][C:25]([CH2:37][CH3:38])=[CH:26][C:27]([O:29][CH2:30][C:31]1[CH:36]=[CH:35][CH:34]=[CH:33][CH:32]=1)=[O:28].[CH3:39]CO. Given the product [CH2:30]([O:29][C:27]([C:26]1[CH:13]([C:14]2[CH:15]=[CH:16][C:17]([N+:20]([O-:22])=[O:21])=[CH:18][CH:19]=2)[C:7]([C:6]([O:5][CH2:4][CH2:3][C:1]#[N:2])=[O:23])=[C:8]([CH2:9][CH3:10])[NH:24][C:25]=1[CH2:37][CH2:38][CH3:39])=[O:28])[C:31]1[CH:36]=[CH:35][CH:34]=[CH:33][CH:32]=1, predict the reactants needed to synthesize it. (5) The reactants are: [CH2:1]([S:3]([C:6]1[CH:11]=[CH:10][C:9]([C:12]2[N:17]=[C:16]([C:18]3[NH:27][C:26](=[O:28])[C:25]4[C:20](=[CH:21][C:22]([O:31][CH3:32])=[CH:23][C:24]=4[O:29][CH3:30])[N:19]=3)[CH:15]=[CH:14][C:13]=2[O:33][CH2:34][CH2:35]O)=[CH:8][CH:7]=1)(=[O:5])=[O:4])[CH3:2].P(Br)(Br)[Br:38]. Given the product [Br:38][CH2:35][CH2:34][O:33][C:13]1[CH:14]=[CH:15][C:16]([C:18]2[NH:27][C:26](=[O:28])[C:25]3[C:20](=[CH:21][C:22]([O:31][CH3:32])=[CH:23][C:24]=3[O:29][CH3:30])[N:19]=2)=[N:17][C:12]=1[C:9]1[CH:10]=[CH:11][C:6]([S:3]([CH2:1][CH3:2])(=[O:5])=[O:4])=[CH:7][CH:8]=1, predict the reactants needed to synthesize it. (6) Given the product [Cl:13][C:14]1[CH:19]=[CH:18][CH:17]=[CH:16][C:15]=1[S:20][CH2:22][CH2:23][CH2:24][CH2:25][C:26]([OH:28])=[O:27], predict the reactants needed to synthesize it. The reactants are: ClC1C=C(SCC(O)=O)C=CC=1.[Cl:13][C:14]1[CH:19]=[CH:18][CH:17]=[CH:16][C:15]=1[SH:20].Br[CH2:22][CH2:23][CH2:24][CH2:25][C:26]([O:28]CC)=[O:27].[OH-].[K+]. (7) Given the product [C:19]([NH:22][C:23]1[C:35]([Cl:36])=[C:34]2[C:26]([C:27]3[C:32]([CH2:37][CH2:38][CH2:39][CH3:40])([CH2:33]2)[CH2:31][CH2:30][C:29](=[O:41])[C:28]=3[C:6]2[O:7][CH:8]=[CH:9][CH:10]=2)=[CH:25][C:24]=1[F:43])(=[O:21])[CH3:20], predict the reactants needed to synthesize it. The reactants are: C([Sn](CCCC)(CCCC)[C:6]1[O:7][CH:8]=[CH:9][CH:10]=1)CCC.[C:19]([NH:22][C:23]1[C:35]([Cl:36])=[C:34]2[C:26]([C:27]3[C:32]([CH2:37][CH2:38][CH2:39][CH3:40])([CH2:33]2)[CH2:31][CH2:30][C:29](=[O:41])[C:28]=3Br)=[CH:25][C:24]=1[F:43])(=[O:21])[CH3:20]. (8) Given the product [C:1]([C:3]1[CH:8]=[CH:7][CH:6]=[CH:5][C:4]=1[C:9]1[CH:10]=[CH:11][C:12]([CH2:15][C:16]2[C:17](=[O:32])[N:18]([CH2:28][C:29]([NH2:35])=[O:30])[C:19]3[N:20]([N:25]=[CH:26][N:27]=3)[C:21]=2[CH2:22][CH2:23][CH3:24])=[CH:13][CH:14]=1)#[N:2], predict the reactants needed to synthesize it. The reactants are: [C:1]([C:3]1[CH:8]=[CH:7][CH:6]=[CH:5][C:4]=1[C:9]1[CH:14]=[CH:13][C:12]([CH2:15][C:16]2[C:17](=[O:32])[N:18]([CH2:28][C:29](O)=[O:30])[C:19]3[N:20]([N:25]=[CH:26][N:27]=3)[C:21]=2[CH2:22][CH2:23][CH3:24])=[CH:11][CH:10]=1)#[N:2].[NH4+].O[N:35]1C2C=CC=CC=2N=N1.Cl.C(N=C=NCCCN(C)C)C.CN(C)C=O. (9) Given the product [NH2:32][CH2:33][CH:34]1[O:38][C:37]2[CH:39]=[CH:40][C:41]([NH:43][C:14]3[N:15]=[CH:16][C:11]4[CH:10]=[C:9]([C:3]5[C:2]([Cl:1])=[CH:7][CH:6]=[CH:5][C:4]=5[Cl:8])[C:22](=[O:23])[N:21]([CH3:24])[C:12]=4[N:13]=3)=[CH:42][C:36]=2[O:35]1, predict the reactants needed to synthesize it. The reactants are: [Cl:1][C:2]1[CH:7]=[CH:6][CH:5]=[C:4]([Cl:8])[C:3]=1[C:9]1[C:22](=[O:23])[N:21]([CH3:24])[C:12]2[N:13]=[C:14](S(C)(=O)=O)[N:15]=[CH:16][C:11]=2[CH:10]=1.C([NH:32][CH2:33][CH:34]1[O:38][C:37]2[CH:39]=[CH:40][C:41]([NH2:43])=[CH:42][C:36]=2[O:35]1)(OC(C)(C)C)=O.